The task is: Predict the reaction yield, written as a fraction of the theoretical maximum amount of product (1.0 means a 100% yield; for example, 0.34 means a 34% yield).. This data is from Reaction yield outcomes from USPTO patents with 853,638 reactions. The reactants are [NH2:1][C:2]1[N:6]([CH2:7][CH2:8]O)[N:5]=[CH:4][C:3]=1[C:10]#[N:11].C1(P(C2C=CC=CC=2)C2C=CC=CC=2)C=CC=CC=1.C(Cl)(Cl)(Cl)[Cl:32]. The catalyst is C(Cl)Cl. The product is [NH2:1][C:2]1[N:6]([CH2:7][CH2:8][Cl:32])[N:5]=[CH:4][C:3]=1[C:10]#[N:11]. The yield is 0.540.